Dataset: Catalyst prediction with 721,799 reactions and 888 catalyst types from USPTO. Task: Predict which catalyst facilitates the given reaction. (1) Reactant: [C:1]([O:5][C:6](CC(O)=O)=[O:7])([CH3:4])([CH3:3])[CH3:2].[CH3:12][CH2:13][N:14]=C=NCCCN(C)C.Cl.C1C=CC2N([OH:33])N=NC=2C=1.C(N(CC)CC)C.[NH2:41][CH:42]1[CH2:45][CH:44]([N:46]2[CH2:51][CH2:50][C:49]([C:53]3[S:57][CH:56]=[N:55][CH:54]=3)([OH:52])[CH2:48][CH2:47]2)[CH2:43]1. Product: [OH:52][C:49]1([C:53]2[S:57][CH:56]=[N:55][CH:54]=2)[CH2:48][CH2:47][N:46]([CH:44]2[CH2:45][CH:42]([NH:41][C:12](=[O:33])[CH2:13][NH:14][C:6](=[O:7])[O:5][C:1]([CH3:2])([CH3:3])[CH3:4])[CH2:43]2)[CH2:51][CH2:50]1. The catalyst class is: 4. (2) Reactant: [CH2:1]([C:3]1[C:4]([NH:13][C@H:14]2[CH2:18][CH2:17][CH2:16][C@@H:15]2[NH:19]C(=O)OC(C)(C)C)=[N:5][CH:6]=[C:7]([C:9]([F:12])([F:11])[F:10])[N:8]=1)[CH3:2].[ClH:27]. Product: [ClH:27].[CH2:1]([C:3]1[C:4]([NH:13][C@H:14]2[CH2:18][CH2:17][CH2:16][C@@H:15]2[NH2:19])=[N:5][CH:6]=[C:7]([C:9]([F:12])([F:10])[F:11])[N:8]=1)[CH3:2]. The catalyst class is: 12. (3) Reactant: [CH3:1][S:2]([NH:5][C:6]1[CH:7]=[C:8]([C:12]2[CH:13]=[C:14]3[C:18](=[C:19]([C:21]([NH2:23])=[O:22])[CH:20]=2)[NH:17][N:16]=[C:15]3[CH:24]2[CH2:29][CH2:28][NH:27][CH2:26][CH2:25]2)[CH:9]=[CH:10][CH:11]=1)(=[O:4])=[O:3].C(N(C(C)C)CC)(C)C.[CH3:39][N:40]1[CH:44]=[C:43]([S:45](Cl)(=[O:47])=[O:46])[N:42]=[C:41]1[CH3:49]. Product: [CH3:39][N:40]1[CH:44]=[C:43]([S:45]([N:27]2[CH2:28][CH2:29][CH:24]([C:15]3[C:14]4[C:18](=[C:19]([C:21]([NH2:23])=[O:22])[CH:20]=[C:12]([C:8]5[CH:9]=[CH:10][CH:11]=[C:6]([NH:5][S:2]([CH3:1])(=[O:4])=[O:3])[CH:7]=5)[CH:13]=4)[NH:17][N:16]=3)[CH2:25][CH2:26]2)(=[O:47])=[O:46])[N:42]=[C:41]1[CH3:49]. The catalyst class is: 142.